This data is from Peptide-MHC class I binding affinity with 185,985 pairs from IEDB/IMGT. The task is: Regression. Given a peptide amino acid sequence and an MHC pseudo amino acid sequence, predict their binding affinity value. This is MHC class I binding data. (1) The peptide sequence is FLRGRAYGI. The MHC is HLA-B35:03 with pseudo-sequence HLA-B35:03. The binding affinity (normalized) is 0. (2) The peptide sequence is SPREECGVF. The MHC is HLA-B58:01 with pseudo-sequence HLA-B58:01. The binding affinity (normalized) is 0.0847.